This data is from Full USPTO retrosynthesis dataset with 1.9M reactions from patents (1976-2016). The task is: Predict the reactants needed to synthesize the given product. (1) Given the product [NH:24]1[C:25]2[C:30](=[CH:29][CH:28]=[CH:27][CH:26]=2)[C:22]([C:19]2[CH2:20][CH2:21][N:16]([CH2:2][CH2:3][CH2:4][CH2:5][N:6]3[C:14](=[O:15])[N:9]4[CH:10]=[CH:11][CH:12]=[CH:13][C:8]4=[N:7]3)[CH2:17][CH:18]=2)=[CH:23]1, predict the reactants needed to synthesize it. The reactants are: Cl[CH2:2][CH2:3][CH2:4][CH2:5][N:6]1[C:14](=[O:15])[N:9]2[CH:10]=[CH:11][CH:12]=[CH:13][C:8]2=[N:7]1.[NH:16]1[CH2:21][CH:20]=[C:19]([C:22]2[C:30]3[C:25](=[CH:26][CH:27]=[CH:28][CH:29]=3)[NH:24][CH:23]=2)[CH2:18][CH2:17]1. (2) Given the product [CH3:32][O:31][C:29]1[N:30]=[C:25]([NH:24][C@@H:19]([C@@H:20]([CH3:23])[CH2:21][CH3:22])[C:18]([NH:17][CH2:16][C:15]([N:7]2[C:12]3[C:13](=[CH:8][CH:9]=[CH:10][CH:11]=3)[CH2:14][C@H:6]2[C:4]([NH:43][CH2:42][C:41]2[N:37]=[N:38][NH:39][N:40]=2)=[O:3])=[O:36])=[O:35])[N:26]=[C:27]([O:33][CH3:34])[N:28]=1, predict the reactants needed to synthesize it. The reactants are: C([O:3][C:4]([C@@H:6]1[CH2:14][C:13]2[C:8](=[CH:9][CH:10]=[CH:11][CH:12]=2)[N:7]1[C:15](=[O:36])[CH2:16][NH:17][C:18](=[O:35])[C@@H:19]([NH:24][C:25]1[N:30]=[C:29]([O:31][CH3:32])[N:28]=[C:27]([O:33][CH3:34])[N:26]=1)[C@@H:20]([CH3:23])[CH2:21][CH3:22])=O)C.[N:37]1[NH:38][N:39]=[N:40][C:41]=1[CH2:42][NH2:43]. (3) Given the product [CH3:1][O:2][C:3]([NH:5][C@H:6]([C:10]([N:12]1[CH2:16][CH2:15][CH2:14][C@H:13]1[C:17]1[NH:18][CH:19]=[C:20]([C:22]2[CH:23]=[CH:24][C:25]([C:28]3[CH:29]=[CH:30][C:31]([C:34]4[N:35]=[C:36]([C@@H:39]5[CH2:47][C:42]6([S:46][CH2:45][CH2:44][S:43]6)[CH2:41][N:40]5[C:48]([O:50][CH2:51][C:52]5[CH:57]=[CH:56][CH:55]=[CH:54][CH:53]=5)=[O:49])[NH:37][CH:38]=4)=[CH:32][CH:33]=3)=[CH:26][CH:27]=2)[N:21]=1)=[O:11])[CH:7]([CH3:9])[CH3:8])=[O:4].[CH3:58][CH:59]([CH3:115])[C@H:60]([NH:110][C:111]([O:113][CH3:114])=[O:112])[C:61]([N:63]1[CH2:67][CH2:66][CH2:65][C@H:64]1[C:68]1[NH:69][CH:70]=[C:71]([C:73]2[CH:74]=[CH:75][C:76]([C:79]3[CH:84]=[CH:83][C:82]([C:85](=[O:109])[CH2:86][NH:87][C:88]([C@@H:90]4[CH2:98][C:93]5([S:97][CH2:96][CH2:95][S:94]5)[CH2:92][N:91]4[C:99]([O:101][CH2:102][C:103]4[CH:108]=[CH:107][CH:106]=[CH:105][CH:104]=4)=[O:100])=[O:89])=[CH:81][CH:80]=3)=[CH:77][CH:78]=2)[N:72]=1)=[O:62].[C:51]([O-:62])(=[O:50])[CH3:52].[NH4+:5], predict the reactants needed to synthesize it. The reactants are: [CH3:1][O:2][C:3]([NH:5][C@H:6]([C:10]([N:12]1[CH2:16][CH2:15][CH2:14][C@H:13]1[C:17]1[NH:18][CH:19]=[C:20]([C:22]2[CH:27]=[CH:26][C:25]([C:28]3[CH:33]=[CH:32][C:31]([C:34]4[N:35]=[C:36]([C@@H:39]5[CH2:47][C:42]6([S:46][CH2:45][CH2:44][S:43]6)[CH2:41][N:40]5[C:48]([O:50][CH2:51][C:52]5[CH:57]=[CH:56][CH:55]=[CH:54][CH:53]=5)=[O:49])[NH:37][CH:38]=4)=[CH:30][CH:29]=3)=[CH:24][CH:23]=2)[N:21]=1)=[O:11])[CH:7]([CH3:9])[CH3:8])=[O:4].[CH3:58][CH:59]([CH3:115])[C@H:60]([NH:110][C:111]([O:113][CH3:114])=[O:112])[C:61]([N:63]1[CH2:67][CH2:66][CH2:65][C@H:64]1[C:68]1[NH:69][CH:70]=[C:71]([C:73]2[CH:78]=[CH:77][C:76]([C:79]3[CH:84]=[CH:83][C:82]([C:85](=[O:109])[CH2:86][NH:87][C:88]([C@@H:90]4[CH2:98][C:93]5([S:97][CH2:96][CH2:95][S:94]5)[CH2:92][N:91]4[C:99]([O:101][CH2:102][C:103]4[CH:108]=[CH:107][CH:106]=[CH:105][CH:104]=4)=[O:100])=[O:89])=[CH:81][CH:80]=3)=[CH:75][CH:74]=2)[N:72]=1)=[O:62]. (4) The reactants are: C[O:2][C:3](=[O:40])[CH2:4][CH2:5][NH:6][C:7](=[O:39])[C:8]1[CH:13]=[CH:12][C:11]([O:14][CH:15]([C:23]2[CH:28]=[CH:27][C:26]([C:29]3[CH:34]=[CH:33][C:32]([C:35]([F:38])([F:37])[F:36])=[CH:31][CH:30]=3)=[CH:25][CH:24]=2)[CH2:16][CH:17]2[CH2:22][CH2:21][CH2:20][CH2:19][CH2:18]2)=[CH:10][CH:9]=1.[Li+].[OH-].Cl. Given the product [CH:17]1([CH2:16][CH:15]([C:23]2[CH:24]=[CH:25][C:26]([C:29]3[CH:34]=[CH:33][C:32]([C:35]([F:36])([F:37])[F:38])=[CH:31][CH:30]=3)=[CH:27][CH:28]=2)[O:14][C:11]2[CH:12]=[CH:13][C:8]([C:7]([NH:6][CH2:5][CH2:4][C:3]([OH:40])=[O:2])=[O:39])=[CH:9][CH:10]=2)[CH2:22][CH2:21][CH2:20][CH2:19][CH2:18]1, predict the reactants needed to synthesize it. (5) Given the product [Cl:1][C:2]1[CH:3]=[C:4]2[C:9](=[CH:10][CH:11]=1)[CH:8]=[C:7]([S:12]([N:15]1[CH2:20][CH2:19][N:18]([C:21]([C:23]3[S:24][C:25]4[CH2:26][NH:27][CH:28]([CH3:32])[CH2:29][C:30]=4[N:31]=3)=[O:22])[CH:17]([C:33]([NH:34][OH:35])=[O:42])[CH2:16]1)(=[O:13])=[O:14])[CH:6]=[CH:5]2, predict the reactants needed to synthesize it. The reactants are: [Cl:1][C:2]1[CH:3]=[C:4]2[C:9](=[CH:10][CH:11]=1)[CH:8]=[C:7]([S:12]([N:15]1[CH2:20][CH2:19][N:18]([C:21]([C:23]3[S:24][C:25]4[CH2:26][NH:27][CH:28]([CH3:32])[CH2:29][C:30]=4[N:31]=3)=[O:22])[CH:17]([C:33](=[O:42])[NH:34][O:35]C3CCCCO3)[CH2:16]1)(=[O:14])=[O:13])[CH:6]=[CH:5]2.Cl. (6) The reactants are: ClC1C=CC([C@@H]2CCN(C(OC(C)(C)C)=O)C[C@H]2C(OC)=O)=CC=1.[Cl:25][C:26]1[CH:31]=[CH:30][C:29]([C@@H:32]2[CH2:37][CH2:36][N:35]([CH2:38][CH:39]([F:41])[F:40])[CH2:34][C@H:33]2[C:42](OC)=[O:43])=[CH:28][CH:27]=1. Given the product [Cl:25][C:26]1[CH:27]=[CH:28][C:29]([C@@H:32]2[CH2:37][CH2:36][N:35]([CH2:38][CH:39]([F:40])[F:41])[CH2:34][C@H:33]2[CH2:42][OH:43])=[CH:30][CH:31]=1, predict the reactants needed to synthesize it. (7) Given the product [Cl:34][C:35]1[CH:40]=[C:39]([CH2:41][N:42]2[C:46]([CH3:47])=[CH:45][C:44]([C:48]([O:50][CH2:51][CH3:52])=[O:49])=[N:43]2)[C:38]2[O:53][C:15]([C:2]3[CH:9]=[CH:8][CH:7]=[CH:6][C:3]=3[C:4]#[N:5])=[CH:14][C:37]=2[CH:36]=1, predict the reactants needed to synthesize it. The reactants are: I[C:2]1[CH:9]=[CH:8][CH:7]=[CH:6][C:3]=1[C:4]#[N:5].C[Si]([C:14]#[CH:15])(C)C.[F-].C([N+](CCCC)(CCCC)CCCC)CCC.[Cl:34][C:35]1[CH:36]=[C:37](I)[C:38]([OH:53])=[C:39]([CH2:41][N:42]2[C:46]([CH3:47])=[CH:45][C:44]([C:48]([O:50][CH2:51][CH3:52])=[O:49])=[N:43]2)[CH:40]=1. (8) Given the product [O:32]=[C:30]1[NH:29][C:28]2[CH:33]=[CH:34][C:25]([NH:24][C:20]([C:18]3[CH:17]=[CH:16][C:14]4[N:15]=[C:11]([NH:10][C:9]([NH:8][C:5]5[CH:4]=[CH:3][C:2]([Cl:1])=[CH:7][CH:6]=5)=[O:23])[S:12][C:13]=4[CH:19]=3)=[O:22])=[CH:26][C:27]=2[O:31]1, predict the reactants needed to synthesize it. The reactants are: [Cl:1][C:2]1[CH:7]=[CH:6][C:5]([NH:8][C:9](=[O:23])[NH:10][C:11]2[S:12][C:13]3[CH:19]=[C:18]([C:20]([OH:22])=O)[CH:17]=[CH:16][C:14]=3[N:15]=2)=[CH:4][CH:3]=1.[NH2:24][C:25]1[CH:34]=[CH:33][C:28]2[NH:29][C:30](=[O:32])[O:31][C:27]=2[CH:26]=1.CCN=C=NCCCN(C)C.C1C=CC2N(O)N=NC=2C=1. (9) Given the product [CH2:1]([P:3]([OH:10])([CH2:5][CH2:6][C:7]([OH:9])=[O:8])=[O:4])[CH3:2], predict the reactants needed to synthesize it. The reactants are: [CH2:1]([P:3]([O:10]CCCC)([CH2:5][CH2:6][C:7]([OH:9])=[O:8])=[O:4])[CH3:2].O.